Dataset: Catalyst prediction with 721,799 reactions and 888 catalyst types from USPTO. Task: Predict which catalyst facilitates the given reaction. Reactant: [CH:1]([NH2:4])([CH3:3])[CH3:2].Cl[C:6]1[N:11]=[CH:10][C:9]([C:12]#[C:13][C:14]2[CH:19]=[CH:18][C:17]([CH:20]([CH3:26])[C:21]([NH:23][CH2:24][CH3:25])=[O:22])=[CH:16][CH:15]=2)=[CH:8][N:7]=1.CCN(C(C)C)C(C)C. Product: [CH2:24]([NH:23][C:21](=[O:22])[CH:20]([C:17]1[CH:16]=[CH:15][C:14]([C:13]#[C:12][C:9]2[CH:8]=[N:7][C:6]([NH:4][CH:1]([CH3:3])[CH3:2])=[N:11][CH:10]=2)=[CH:19][CH:18]=1)[CH3:26])[CH3:25]. The catalyst class is: 16.